From a dataset of Full USPTO retrosynthesis dataset with 1.9M reactions from patents (1976-2016). Predict the reactants needed to synthesize the given product. (1) Given the product [Cl:1][C:2]1[CH:3]=[CH:4][C:5]([CH:26]=[O:27])=[C:6]2[C:10]=1[N:9]=[C:8]1[N:11]([C:15]3[CH:20]=[CH:19][C:18]([Cl:21])=[CH:17][C:16]=3[C:22]([F:24])([F:23])[F:25])[CH2:12][CH2:13][CH2:14][N:7]21, predict the reactants needed to synthesize it. The reactants are: [Cl:1][C:2]1[C:10]2[N:9]=[C:8]3[N:11]([C:15]4[CH:20]=[CH:19][C:18]([Cl:21])=[CH:17][C:16]=4[C:22]([F:25])([F:24])[F:23])[CH2:12][CH2:13][CH2:14][N:7]3[C:6]=2[C:5]([CH2:26][OH:27])=[CH:4][CH:3]=1.C(N(CC)CC)C.CS(C)=O. (2) Given the product [N:1]([CH2:19][CH2:18][CH2:17][N:14]1[CH:15]=[CH:16][C:12]([C:9]2[CH:8]=[CH:7][C:6]([F:5])=[CH:11][CH:10]=2)=[C:13]1[C:31]1[CH:36]=[CH:35][N:34]=[CH:33][CH:32]=1)=[N+:2]=[N-:3], predict the reactants needed to synthesize it. The reactants are: [N-:1]=[N+:2]=[N-:3].[Na+].[F:5][C:6]1[CH:11]=[CH:10][C:9]([C:12]2[CH:16]=[CH:15][N:14]([CH2:17][CH2:18][CH2:19]OS(C3C=CC(C)=CC=3)(=O)=O)[C:13]=2[C:31]2[CH:36]=[CH:35][N:34]=[CH:33][CH:32]=2)=[CH:8][CH:7]=1.O. (3) Given the product [Cl:21][C:5]1[N:4]=[N:3][C:2]([NH:30][C:29]2[CH:31]=[CH:32][C:26]([P:23]([CH3:25])([CH3:22])=[O:24])=[CH:27][C:28]=2[O:33][C:34]([F:37])([F:35])[F:36])=[N:7][C:6]=1[NH:8][C:9]1[CH:14]=[CH:13][CH:12]=[CH:11][C:10]=1[S:15]([CH:18]([CH3:20])[CH3:19])(=[O:17])=[O:16], predict the reactants needed to synthesize it. The reactants are: Cl[C:2]1[N:3]=[N:4][C:5]([Cl:21])=[C:6]([NH:8][C:9]2[CH:14]=[CH:13][CH:12]=[CH:11][C:10]=2[S:15]([CH:18]([CH3:20])[CH3:19])(=[O:17])=[O:16])[N:7]=1.[CH3:22][P:23]([C:26]1[CH:32]=[CH:31][C:29]([NH2:30])=[C:28]([O:33][C:34]([F:37])([F:36])[F:35])[CH:27]=1)([CH3:25])=[O:24].C12(CS(O)(=O)=O)C(C)(C)C(CC1)CC2=O. (4) Given the product [Br:1][C:2]1[CH:3]=[CH:4][C:5]([CH2:6][C:7]([CH2:17][CH2:18][F:19])([C:8]#[N:9])[C:10]#[N:11])=[CH:12][CH:13]=1, predict the reactants needed to synthesize it. The reactants are: [Br:1][C:2]1[CH:13]=[CH:12][C:5]([CH2:6][CH:7]([C:10]#[N:11])[C:8]#[N:9])=[CH:4][CH:3]=1.[H-].[Na+].Br[CH2:17][CH2:18][F:19].